This data is from Forward reaction prediction with 1.9M reactions from USPTO patents (1976-2016). The task is: Predict the product of the given reaction. (1) Given the reactants [NH2:1][C:2]1[C:10]([O:11][CH3:12])=[CH:9][CH:8]=[CH:7][C:3]=1[C:4]([OH:6])=[O:5].OS(O)(=O)=O.[CH3:18]O, predict the reaction product. The product is: [NH2:1][C:2]1[C:10]([O:11][CH3:12])=[CH:9][CH:8]=[CH:7][C:3]=1[C:4]([O:6][CH3:18])=[O:5]. (2) Given the reactants CC([OH:4])C.CC(C)=[O:7].[OH:9][CH2:10][CH:11]([CH2:13][OH:14])[OH:12], predict the reaction product. The product is: [O:9]=[CH:10][CH:11]([CH2:13][OH:14])[OH:12].[OH:4][CH:13]([OH:14])[C:11](=[O:12])[CH3:10].[C:10]([OH:7])(=[O:9])[CH:11]([CH2:13][OH:14])[OH:12]. (3) Given the reactants [CH2:1]([C:3]1[S:17][C:6]2[NH:7][C:8](=[O:16])[N:9]([CH2:12][CH2:13][O:14][CH3:15])[C:10](=[O:11])[C:5]=2[CH:4]=1)[CH3:2].Br[CH2:19][C:20]1[CH:25]=[CH:24][C:23]([C:26]2[CH:31]=[CH:30][CH:29]=[CH:28][C:27]=2[C:32]2[N:36]=[C:35](C(Cl)(Cl)Cl)[O:34][N:33]=2)=[CH:22][CH:21]=1.C(=O)([O-])[O-:42].[K+].[K+].CN(C)C=O, predict the reaction product. The product is: [CH2:1]([C:3]1[S:17][C:6]2[N:7]([CH2:19][C:20]3[CH:25]=[CH:24][C:23]([C:26]4[CH:31]=[CH:30][CH:29]=[CH:28][C:27]=4[C:32]4[NH:36][C:35](=[O:42])[O:34][N:33]=4)=[CH:22][CH:21]=3)[C:8](=[O:16])[N:9]([CH2:12][CH2:13][O:14][CH3:15])[C:10](=[O:11])[C:5]=2[CH:4]=1)[CH3:2]. (4) The product is: [C:23]([NH:3][CH2:4][CH:5]1[CH2:8][N:7]([C:9]2[C:19]([C:20]#[N:21])=[CH:18][C:12]([C:13]([O:15][CH2:16][CH3:17])=[O:14])=[C:11]([CH3:22])[N:10]=2)[CH2:6]1)(=[O:30])[C:24]1[CH:29]=[CH:28][CH:27]=[CH:26][CH:25]=1. Given the reactants Cl.Cl.[NH2:3][CH2:4][CH:5]1[CH2:8][N:7]([C:9]2[C:19]([C:20]#[N:21])=[CH:18][C:12]([C:13]([O:15][CH2:16][CH3:17])=[O:14])=[C:11]([CH3:22])[N:10]=2)[CH2:6]1.[C:23](Cl)(=[O:30])[C:24]1[CH:29]=[CH:28][CH:27]=[CH:26][CH:25]=1.CCN(C(C)C)C(C)C.CO, predict the reaction product. (5) Given the reactants [OH:1][C@H:2]([CH2:29][CH:30]([CH3:32])[CH3:31])[C:3]([N:5]1[CH2:10][CH2:9][N:8]([C:11]2[C:20]3[C:15](=[CH:16][C:17]([CH3:21])=[CH:18][CH:19]=3)[N:14]=[C:13]([C:22]3[CH:27]=[CH:26][CH:25]=[CH:24][C:23]=3[OH:28])[N:12]=2)[CH2:7][CH2:6]1)=[O:4].C1COCC1.[OH:38][S:39]([OH:42])(=[O:41])=[O:40], predict the reaction product. The product is: [S:39]([OH:42])([OH:41])(=[O:40])=[O:38].[OH:1][C@H:2]([CH2:29][CH:30]([CH3:32])[CH3:31])[C:3]([N:5]1[CH2:10][CH2:9][N:8]([C:11]2[C:20]3[C:15](=[CH:16][C:17]([CH3:21])=[CH:18][CH:19]=3)[N:14]=[C:13]([C:22]3[CH:27]=[CH:26][CH:25]=[CH:24][C:23]=3[OH:28])[N:12]=2)[CH2:7][CH2:6]1)=[O:4]. (6) Given the reactants [NH:1]1[CH2:6][CH2:5][O:4][CH2:3][CH2:2]1.[N+:7]([C:10]1[CH:11]=[C:12]([CH:15]=[CH:16][CH:17]=1)[CH2:13]Cl)([O-:9])=[O:8].C(OCC)C, predict the reaction product. The product is: [N+:7]([C:10]1[CH:11]=[C:12]([CH:15]=[CH:16][CH:17]=1)[CH2:13][N:1]1[CH2:6][CH2:5][O:4][CH2:3][CH2:2]1)([O-:9])=[O:8].